From a dataset of Peptide-MHC class I binding affinity with 185,985 pairs from IEDB/IMGT. Regression. Given a peptide amino acid sequence and an MHC pseudo amino acid sequence, predict their binding affinity value. This is MHC class I binding data. (1) The peptide sequence is GRLLGEVEDG. The MHC is Mamu-B03 with pseudo-sequence Mamu-B03. The binding affinity (normalized) is 0. (2) The peptide sequence is IEVKFHPIL. The MHC is HLA-A30:01 with pseudo-sequence HLA-A30:01. The binding affinity (normalized) is 0.0847.